This data is from Reaction yield outcomes from USPTO patents with 853,638 reactions. The task is: Predict the reaction yield, written as a fraction of the theoretical maximum amount of product (1.0 means a 100% yield; for example, 0.34 means a 34% yield). The reactants are [CH3:1][C:2]1[CH:7]=[CH:6][C:5]([N+:8]([O-:10])=[O:9])=[CH:4][C:3]=1[OH:11].C(=O)([O-])[O-].[Na+].[Na+].[CH2:18](Br)[C:19]1[CH:24]=[CH:23][CH:22]=[CH:21][CH:20]=1. The catalyst is CC(C)=O. The product is [CH2:18]([O:11][C:3]1[CH:4]=[C:5]([N+:8]([O-:10])=[O:9])[CH:6]=[CH:7][C:2]=1[CH3:1])[C:19]1[CH:24]=[CH:23][CH:22]=[CH:21][CH:20]=1. The yield is 0.330.